From a dataset of Full USPTO retrosynthesis dataset with 1.9M reactions from patents (1976-2016). Predict the reactants needed to synthesize the given product. (1) Given the product [CH2:15]([N:14]([C:13]1[C:9]([NH:8][C@H:7]([C:6]([OH:37])=[O:5])[CH2:29][C:30]2[CH:35]=[CH:34][C:33]([OH:36])=[CH:32][CH:31]=2)=[N:10][S:11](=[O:27])(=[O:28])[N:12]=1)[CH2:21][CH2:22][CH2:23][CH2:24][CH2:25][CH3:26])[CH2:16][CH2:17][CH2:18][CH2:19][CH3:20], predict the reactants needed to synthesize it. The reactants are: C([O:5][C:6](=[O:37])[C@H:7]([CH2:29][C:30]1[CH:35]=[CH:34][C:33]([OH:36])=[CH:32][CH:31]=1)[NH:8][C:9]1[C:13]([N:14]([CH2:21][CH2:22][CH2:23][CH2:24][CH2:25][CH3:26])[CH2:15][CH2:16][CH2:17][CH2:18][CH2:19][CH3:20])=[N:12][S:11](=[O:28])(=[O:27])[N:10]=1)(C)(C)C. (2) Given the product [Br:8][C:3]1[C:4]([CH3:7])=[N:5][O:6][C:2]=1[NH:1][S:23]([C:21]1[S:22][C:18]([CH2:17][NH:16][C:14](=[O:15])[C:13]2[CH:27]=[CH:28][C:10]([Cl:9])=[CH:11][CH:12]=2)=[CH:19][CH:20]=1)(=[O:25])=[O:24], predict the reactants needed to synthesize it. The reactants are: [NH2:1][C:2]1[O:6][N:5]=[C:4]([CH3:7])[C:3]=1[Br:8].[Cl:9][C:10]1[CH:28]=[CH:27][C:13]([C:14]([NH:16][CH2:17][C:18]2[S:22][C:21]([S:23](Cl)(=[O:25])=[O:24])=[CH:20][CH:19]=2)=[O:15])=[CH:12][CH:11]=1. (3) Given the product [C:1]([C:5]1[CH:6]=[C:7]([CH:12]=[C:13]([NH:17][CH3:16])[N:14]=1)[C:8]([OH:10])=[O:9])([CH3:4])([CH3:3])[CH3:2], predict the reactants needed to synthesize it. The reactants are: [C:1]([C:5]1[CH:6]=[C:7]([CH:12]=[C:13](Cl)[N:14]=1)[C:8]([O:10]C)=[O:9])([CH3:4])([CH3:3])[CH3:2].[CH3:16][NH2:17].